From a dataset of Forward reaction prediction with 1.9M reactions from USPTO patents (1976-2016). Predict the product of the given reaction. (1) Given the reactants [F:1][C:2]1[CH:18]=[CH:17][CH:16]=[CH:15][C:3]=1[CH2:4][O:5][C:6]1[CH:7]=[C:8]([CH:11]=[C:12]([OH:14])[CH:13]=1)[CH:9]=[O:10].[OH:19][C:20]1C=C(C=C(O)C=1)C(O)=O, predict the reaction product. The product is: [F:1][C:2]1[CH:18]=[CH:17][CH:16]=[CH:15][C:3]=1[CH2:4][O:5][C:6]1[CH:7]=[C:8]([CH:11]=[C:12]([OH:14])[CH:13]=1)[C:9]([O:19][CH3:20])=[O:10]. (2) Given the reactants [OH:1][C:2]1[CH:3]=[C:4]2[C:9](=[CH:10][CH:11]=1)[NH:8][C:7](=[O:12])[CH2:6][CH2:5]2.[CH:13]1([N:19]2[C:23]([CH2:24][CH2:25][CH2:26][CH2:27]Cl)=[N:22][N:21]=[N:20]2)[CH2:18][CH2:17][CH2:16][CH2:15][CH2:14]1.C(=O)([O-])[O-].[K+].[K+], predict the reaction product. The product is: [CH:11]1[C:2]([O:1][CH2:27][CH2:26][CH2:25][CH2:24][C:23]2[N:19]([CH:13]3[CH2:18][CH2:17][CH2:16][CH2:15][CH2:14]3)[N:20]=[N:21][N:22]=2)=[CH:3][C:4]2[CH2:5][CH2:6][C:7]([NH:8][C:9]=2[CH:10]=1)=[O:12]. (3) Given the reactants [C:1]([C:4]1[CH:12]=[C:11]2[C:7]([C:8](=[C:15]3[CH:24]=[CH:23][C:22]4[C:17](=[CH:18][CH:19]=[CH:20][CH:21]=4)[NH:16]3)[C:9](=[O:14])[N:10]2O)=[CH:6][CH:5]=1)(=[O:3])[CH3:2], predict the reaction product. The product is: [C:1]([C:4]1[CH:12]=[C:11]2[C:7]([C:8](=[C:15]3[CH:24]=[CH:23][C:22]4[C:17](=[CH:18][CH:19]=[CH:20][CH:21]=4)[NH:16]3)[C:9](=[O:14])[NH:10]2)=[CH:6][CH:5]=1)(=[O:3])[CH3:2]. (4) Given the reactants [Cl:1][C:2]1[C:3]([CH2:30][N:31]2[CH2:36][CH2:35][N:34](C(OC(C)(C)C)=O)[CH2:33][CH2:32]2)=[C:4]([C:26]([F:29])([F:28])[F:27])[CH:5]=[C:6]2[C:11]=1[N:10]=[CH:9][N:8]([NH:12][C:13]1[CH:18]=[C:17]([Cl:19])[CH:16]=[CH:15][C:14]=1[S:20]([CH2:23][CH3:24])(=[O:22])=[O:21])[C:7]2=[O:25].Cl.C(S(N1C=CC=C1CN)(=O)=O)C, predict the reaction product. The product is: [Cl:1][C:2]1[C:3]([CH2:30][N:31]2[CH2:32][CH2:33][NH:34][CH2:35][CH2:36]2)=[C:4]([C:26]([F:29])([F:27])[F:28])[CH:5]=[C:6]2[C:11]=1[N:10]=[CH:9][N:8]([NH:12][C:13]1[CH:18]=[C:17]([Cl:19])[CH:16]=[CH:15][C:14]=1[S:20]([CH2:23][CH3:24])(=[O:22])=[O:21])[C:7]2=[O:25]. (5) Given the reactants Br[C:2]1[CH:7]=[CH:6][C:5]([O:8][CH2:9][O:10][CH3:11])=[C:4]([N+:12]([O-:14])=[O:13])[CH:3]=1.Cl.[C:16]([N:24]1[CH2:29][CH2:28][NH:27][CH2:26][CH2:25]1)(=[O:23])[C:17]1[CH:22]=[CH:21][CH:20]=[CH:19][CH:18]=1.C(=O)([O-])[O-].[Cs+].[Cs+], predict the reaction product. The product is: [CH3:11][O:10][CH2:9][O:8][C:5]1[CH:6]=[CH:7][C:2]([N:27]2[CH2:28][CH2:29][N:24]([C:16]([C:17]3[CH:18]=[CH:19][CH:20]=[CH:21][CH:22]=3)=[O:23])[CH2:25][CH2:26]2)=[CH:3][C:4]=1[N+:12]([O-:14])=[O:13]. (6) Given the reactants [Cl:1][C:2]1[CH:3]=[CH:4][C:5]([F:27])=[C:6]([S:8]([NH:11][C:12]2[CH:17]=[CH:16][C:15](B3OC(C)(C)C(C)(C)O3)=[CH:14][CH:13]=2)(=[O:10])=[O:9])[CH:7]=1.Cl[C:29]1[N:34]=[C:33]2[N:35](C3CCCCO3)[N:36]=[CH:37][C:32]2=[C:31]([O:44][CH:45]2[CH2:50][CH2:49][CH:48]([OH:51])[CH2:47][CH2:46]2)[N:30]=1.C(=O)([O-])[O-].[Cs+].[Cs+].O, predict the reaction product. The product is: [Cl:1][C:2]1[CH:3]=[CH:4][C:5]([F:27])=[C:6]([S:8]([NH:11][C:12]2[CH:13]=[CH:14][C:15]([C:29]3[N:34]=[C:33]4[NH:35][N:36]=[CH:37][C:32]4=[C:31]([O:44][CH:45]4[CH2:46][CH2:47][CH:48]([OH:51])[CH2:49][CH2:50]4)[N:30]=3)=[CH:16][CH:17]=2)(=[O:9])=[O:10])[CH:7]=1.